Predict which catalyst facilitates the given reaction. From a dataset of Catalyst prediction with 721,799 reactions and 888 catalyst types from USPTO. (1) Reactant: [C:1]([C:3]1[CH:8]=[CH:7][C:6]([O:9][CH2:10][O:11][CH3:12])=[CH:5][C:4]=1[CH3:13])#[CH:2].[Cl:14][C:15]1[C:16]([C:22]#[N:23])=[N:17][CH:18]=[C:19](Cl)[CH:20]=1.C(N(CC)CC)C. Product: [Cl:14][C:15]1[C:16]([C:22]#[N:23])=[N:17][CH:18]=[C:19]([C:2]#[C:1][C:3]2[CH:8]=[CH:7][C:6]([O:9][CH2:10][O:11][CH3:12])=[CH:5][C:4]=2[CH3:13])[CH:20]=1. The catalyst class is: 654. (2) Reactant: [C:1]([O:5][CH:6]([C:11]1[C:12]([C:24]2[CH:29]=[CH:28][C:27]([Cl:30])=[CH:26][CH:25]=2)=[C:13]2[C:20]([CH3:21])=[C:19]([CH3:22])[N:18]([CH3:23])[C:14]2=[N:15][C:16]=1[CH3:17])[C:7]([O:9]C)=[O:8])([CH3:4])([CH3:3])[CH3:2].[OH-].[Na+].CO.Cl. Product: [C:1]([O:5][CH:6]([C:11]1[C:12]([C:24]2[CH:25]=[CH:26][C:27]([Cl:30])=[CH:28][CH:29]=2)=[C:13]2[C:20]([CH3:21])=[C:19]([CH3:22])[N:18]([CH3:23])[C:14]2=[N:15][C:16]=1[CH3:17])[C:7]([OH:9])=[O:8])([CH3:4])([CH3:2])[CH3:3]. The catalyst class is: 7. (3) Reactant: Cl.[Cl:2][C:3]1[CH:8]=[CH:7][C:6]([C:9]2[C:10]([C:25]3[CH:30]=[CH:29][CH:28]=[CH:27][C:26]=3[Cl:31])=[N:11][N:12]3[C:17]([N:18]4[CH2:23][CH2:22][NH:21][CH2:20][CH2:19]4)=[CH:16][C:15]([CH3:24])=[N:14][C:13]=23)=[CH:5][CH:4]=1.CCN(C(C)C)C(C)C.[C:41](Cl)(=[O:43])[CH3:42]. Product: [Cl:2][C:3]1[CH:4]=[CH:5][C:6]([C:9]2[C:10]([C:25]3[CH:30]=[CH:29][CH:28]=[CH:27][C:26]=3[Cl:31])=[N:11][N:12]3[C:17]([N:18]4[CH2:19][CH2:20][N:21]([C:41](=[O:43])[CH3:42])[CH2:22][CH2:23]4)=[CH:16][C:15]([CH3:24])=[N:14][C:13]=23)=[CH:7][CH:8]=1. The catalyst class is: 2. (4) Reactant: [CH:1]([C:4]1[CH:8]=[CH:7][N:6]([C:9]2[CH:14]=[CH:13][C:12]([C:15]([F:18])([F:17])[F:16])=[CH:11][N:10]=2)[N:5]=1)([CH3:3])[CH3:2].[I:19]I.[N+]([O-])([O-])=O.[Ce+4].[NH4+].[NH4+].[N+]([O-])([O-])=O.[N+]([O-])([O-])=O.[N+]([O-])([O-])=O.[N+]([O-])([O-])=O.[N+]([O-])([O-])=O. Product: [I:19][C:8]1[C:4]([CH:1]([CH3:3])[CH3:2])=[N:5][N:6]([C:9]2[CH:14]=[CH:13][C:12]([C:15]([F:17])([F:16])[F:18])=[CH:11][N:10]=2)[CH:7]=1. The catalyst class is: 10. (5) Reactant: [CH3:1][C:2]1[CH2:7][CH2:6][CH2:5][C:4]([CH3:9])([CH3:8])[C:3]=1/[CH:10]=[CH:11]/[C:12]([CH3:14])=O.[C:15]([CH2:17]C(O)=O)#[N:16].C([O-])(=O)C.[NH2+]1CCCCC1. Product: [CH3:1][C:2]1[CH2:7][CH2:6][CH2:5][C:4]([CH3:9])([CH3:8])[C:3]=1[CH:10]=[CH:11][C:12]([CH3:14])=[CH:17][C:15]#[N:16]. The catalyst class is: 17.